Dataset: Peptide-MHC class I binding affinity with 185,985 pairs from IEDB/IMGT. Task: Regression. Given a peptide amino acid sequence and an MHC pseudo amino acid sequence, predict their binding affinity value. This is MHC class I binding data. (1) The peptide sequence is RQFPTAMEF. The MHC is Mamu-B52 with pseudo-sequence Mamu-B52. The binding affinity (normalized) is 0.717. (2) The peptide sequence is FRYCAPPGYAL. The MHC is Mamu-B03 with pseudo-sequence Mamu-B03. The binding affinity (normalized) is 0.622. (3) The peptide sequence is AFDLSHFLK. The MHC is HLA-A29:02 with pseudo-sequence HLA-A29:02. The binding affinity (normalized) is 0.189. (4) The peptide sequence is GELIFSHNL. The MHC is BoLA-T2b with pseudo-sequence BoLA-T2b. The binding affinity (normalized) is 0.354. (5) The peptide sequence is LPVCQSSSM. The MHC is HLA-B51:01 with pseudo-sequence HLA-B51:01. The binding affinity (normalized) is 0.268.